Dataset: Catalyst prediction with 721,799 reactions and 888 catalyst types from USPTO. Task: Predict which catalyst facilitates the given reaction. (1) Reactant: C(OC(=O)[NH:7][C@@H:8]1[C:22](=[O:23])[N:21]2[CH2:24][C@H:25]([O:27][C:28]3[C:37]4[C:32](=[CH:33][CH:34]=[CH:35][CH:36]=4)[N:31]4[CH:38]=[CH:39][N:40]=[C:30]4[N:29]=3)[CH2:26][C@H:20]2[C:19](=[O:41])[NH:18][C@:17]2([C:43](=[O:52])[NH:44][S:45]([C:48]3([CH3:51])[CH2:50][CH2:49]3)(=[O:47])=[O:46])[CH2:42][C@H:16]2[CH:15]=[CH:14][CH2:13][CH2:12][CH:11]([CH3:53])[CH2:10][C@H:9]1[CH3:54])(C)(C)C.[F:56][C:57]([F:62])([F:61])[C:58]([OH:60])=[O:59]. Product: [OH:60][C:58]([C:57]([F:62])([F:61])[F:56])=[O:59].[NH2:7][C@@H:8]1[C:22](=[O:23])[N:21]2[CH2:24][C@H:25]([O:27][C:28]3[C:37]4[C:32](=[CH:33][CH:34]=[CH:35][CH:36]=4)[N:31]4[CH:38]=[CH:39][N:40]=[C:30]4[N:29]=3)[CH2:26][C@H:20]2[C:19](=[O:41])[NH:18][C@:17]2([C:43]([NH:44][S:45]([C:48]3([CH3:51])[CH2:49][CH2:50]3)(=[O:46])=[O:47])=[O:52])[CH2:42][C@H:16]2[CH:15]=[CH:14][CH2:13][CH2:12][CH:11]([CH3:53])[CH2:10][C@H:9]1[CH3:54]. The catalyst class is: 2. (2) Reactant: Cl.[NH:2]1[CH2:5][CH:4]([OH:6])[CH2:3]1.[C:7](O[C:7]([O:9][C:10]([CH3:13])([CH3:12])[CH3:11])=[O:8])([O:9][C:10]([CH3:13])([CH3:12])[CH3:11])=[O:8].C(=O)(O)[O-].[Na+].O. Product: [OH:6][CH:4]1[CH2:5][N:2]([C:7]([O:9][C:10]([CH3:13])([CH3:12])[CH3:11])=[O:8])[CH2:3]1. The catalyst class is: 12.